Dataset: CYP3A4 inhibition data for predicting drug metabolism from PubChem BioAssay. Task: Regression/Classification. Given a drug SMILES string, predict its absorption, distribution, metabolism, or excretion properties. Task type varies by dataset: regression for continuous measurements (e.g., permeability, clearance, half-life) or binary classification for categorical outcomes (e.g., BBB penetration, CYP inhibition). Dataset: cyp3a4_veith. (1) The compound is CCOC(=O)C1=C(C)NC(C)=C(C(=O)OC)[C@H]1c1cccc([N+](=O)[O-])c1. The result is 1 (inhibitor). (2) The molecule is Cc1[nH]nc2nc(SCC(=O)NCC3CCCO3)n(-c3ccc(Br)cc3)c(=N)c12. The result is 1 (inhibitor). (3) The compound is C/C(=N\OC(=O)NC1CCCCC1)c1sc(-c2ccccc2)nc1C. The result is 1 (inhibitor). (4) The molecule is CCN(CC)Cc1c(O)c(Cl)cc2c3c(c(=O)oc12)CCCC3. The result is 0 (non-inhibitor).